Dataset: Reaction yield outcomes from USPTO patents with 853,638 reactions. Task: Predict the reaction yield, written as a fraction of the theoretical maximum amount of product (1.0 means a 100% yield; for example, 0.34 means a 34% yield). (1) The yield is 0.840. The reactants are [C:1]1([OH:11])[C:10]2[C:5](=[CH:6][CH:7]=[CH:8][CH:9]=2)[CH:4]=[CH:3][CH:2]=1.[P:12](Cl)([Cl:15])([Cl:14])=[O:13].C(N(CC)CC)C. The product is [P:12]([Cl:15])([Cl:14])([O:11][C:1]1[C:10]2[C:5](=[CH:6][CH:7]=[CH:8][CH:9]=2)[CH:4]=[CH:3][CH:2]=1)=[O:13]. The catalyst is C(OCC)C. (2) The reactants are C([O:8][C:9]1[CH:14]=[C:13]([O:15][CH3:16])[CH:12]=[CH:11][C:10]=1/[CH:17]=[CH:18]/[C:19]([O:21][CH2:22][CH3:23])=[O:20])C1C=CC=CC=1. The catalyst is [C].[Pd].O1CCCC1. The product is [OH:8][C:9]1[CH:14]=[C:13]([O:15][CH3:16])[CH:12]=[CH:11][C:10]=1[CH2:17][CH2:18][C:19]([O:21][CH2:22][CH3:23])=[O:20]. The yield is 0.970. (3) The reactants are Cl.Cl.Cl.Cl.[CH3:5][C:6]1[CH:11]=[CH:10][C:9]([NH:12][C:13]([C:15]2[CH:16]=[C:17]3[C:21](=[CH:22][CH:23]=2)[CH:20]([N:24]2[CH2:29][CH2:28][NH:27][CH2:26][CH2:25]2)[CH2:19][CH2:18]3)=[O:14])=[CH:8][C:7]=1[NH:30][C:31]1[N:36]=[C:35]([C:37]2[CH:38]=[N:39][CH:40]=[CH:41][CH:42]=2)[CH:34]=[CH:33][N:32]=1.C(N(CC)CC)C.[CH3:50][C:51]([CH3:53])=O.C(O[BH-](OC(=O)C)OC(=O)C)(=O)C.[Na+]. The catalyst is CN(C=O)C. The product is [CH:51]([N:27]1[CH2:26][CH2:25][N:24]([CH:20]2[C:21]3[C:17](=[CH:16][C:15]([C:13]([NH:12][C:9]4[CH:10]=[CH:11][C:6]([CH3:5])=[C:7]([NH:30][C:31]5[N:36]=[C:35]([C:37]6[CH:38]=[N:39][CH:40]=[CH:41][CH:42]=6)[CH:34]=[CH:33][N:32]=5)[CH:8]=4)=[O:14])=[CH:23][CH:22]=3)[CH2:18][CH2:19]2)[CH2:29][CH2:28]1)([CH3:53])[CH3:50]. The yield is 0.710. (4) The reactants are O=[C:2]([CH3:12])[CH2:3][CH:4]1[CH2:10][CH2:9][CH2:8][CH2:7][CH2:6][C:5]1=O.Cl.[NH2:14][CH2:15][C:16]([O:18][CH2:19][CH3:20])=[O:17].C(=O)(O)[O-].[Na+]. The catalyst is ClCCl. The product is [CH3:12][C:2]1[N:14]([CH2:15][C:16]([O:18][CH2:19][CH3:20])=[O:17])[C:5]2[CH2:6][CH2:7][CH2:8][CH2:9][CH2:10][C:4]=2[CH:3]=1. The yield is 0.920. (5) The reactants are [C:1]([C:5]1[CH:10]=[CH:9][C:8]([N:11]2[C:15]([OH:16])=[C:14]([C:17](=O)[CH3:18])[C:13]([CH3:20])=[N:12]2)=[CH:7][CH:6]=1)([CH3:4])([CH3:3])[CH3:2].[CH3:21][O:22][C:23]([C:25]1[S:29][C:28]([C:30]([NH:32][NH2:33])=[O:31])=[CH:27][CH:26]=1)=[O:24]. The catalyst is CN(C=O)C. The product is [C:1]([C:5]1[CH:10]=[CH:9][C:8]([N:11]2[C:15](=[O:16])[C:14](=[C:17]([NH:33][NH:32][C:30]([C:28]3[S:29][C:25]([C:23]([O:22][CH3:21])=[O:24])=[CH:26][CH:27]=3)=[O:31])[CH3:18])[C:13]([CH3:20])=[N:12]2)=[CH:7][CH:6]=1)([CH3:4])([CH3:3])[CH3:2]. The yield is 0.350. (6) The reactants are [O:1]1CCN(C([O-])=O)S1(=O)=O.[CH3:11][C:12]([CH3:42])([CH3:41])[C:13]([O:15][CH2:16][C@H:17]([C@H:28]1[CH2:32][O:31][S:30](=[O:33])[N:29]1[C:34]([O:36][C:37]([CH3:40])([CH3:39])[CH3:38])=[O:35])[C:18]1[CH:23]=[CH:22][C:21]([C:24]([F:27])([F:26])[F:25])=[CH:20][CH:19]=1)=[O:14].I([O-])(=O)(=O)=O.[Na+]. The catalyst is C(#N)C.CCOC(C)=O.O.O.[Ru](Cl)(Cl)Cl. The product is [CH3:11][C:12]([CH3:42])([CH3:41])[C:13]([O:15][CH2:16][C@H:17]([C@H:28]1[CH2:32][O:31][S:30](=[O:1])(=[O:33])[N:29]1[C:34]([O:36][C:37]([CH3:40])([CH3:39])[CH3:38])=[O:35])[C:18]1[CH:19]=[CH:20][C:21]([C:24]([F:25])([F:26])[F:27])=[CH:22][CH:23]=1)=[O:14]. The yield is 0.970. (7) The reactants are [OH:1][CH2:2][C:3]1[CH:12]=[CH:11][C:6]([C:7]([O:9][CH3:10])=[O:8])=[CH:5][CH:4]=1.C(N(CC)[P:16]([O:22][C:23]([CH3:26])([CH3:25])[CH3:24])[O:17][C:18]([CH3:21])([CH3:20])[CH3:19])C.CC1NN=NN=1.ClC1C=C(C=CC=1)C(OO)=[O:40]. The catalyst is C1COCC1. The product is [C:23]([O:22][P:16]([O:1][CH2:2][C:3]1[CH:4]=[CH:5][C:6]([C:7]([O:9][CH3:10])=[O:8])=[CH:11][CH:12]=1)([O:17][C:18]([CH3:19])([CH3:20])[CH3:21])=[O:40])([CH3:24])([CH3:25])[CH3:26]. The yield is 0.860. (8) The reactants are [CH3:1][O:2][C@@H:3]1[CH2:7][CH2:6][N:5]([C:8]([C:10]2[S:18][C:17]3[C:12](=[N:13][CH:14]=[CH:15][C:16]=3[O:19][C:20]3[CH:21]=[CH:22][C:23]4[C:27]([C:28](O)=[O:29])=[C:26]([CH3:31])[S:25][C:24]=4[CH:32]=3)[CH:11]=2)=[O:9])[CH2:4]1.[NH2:33][CH2:34][CH2:35][CH2:36][OH:37].C(N(CC)C(C)C)(C)C.CN(C(ON1N=NC2C=CC=CC1=2)=[N+](C)C)C.F[P-](F)(F)(F)(F)F. No catalyst specified. The product is [OH:37][CH2:36][CH2:35][CH2:34][NH:33][C:28]([C:27]1[C:23]2[CH:22]=[CH:21][C:20]([O:19][C:16]3[CH:15]=[CH:14][N:13]=[C:12]4[CH:11]=[C:10]([C:8]([N:5]5[CH2:6][CH2:7][C@@H:3]([O:2][CH3:1])[CH2:4]5)=[O:9])[S:18][C:17]=34)=[CH:32][C:24]=2[S:25][C:26]=1[CH3:31])=[O:29]. The yield is 0.230. (9) The reactants are [Cl-].[Al+3].[Cl-].[Cl-].[C:5](Cl)(=[O:7])[CH3:6].[Br:9][C:10]1[CH:11]=[C:12]2[C:17](=[CH:18][CH:19]=1)[O:16][C:15]([CH3:21])([CH3:20])[CH2:14][C:13]2([CH3:23])[CH3:22]. The catalyst is ClCCl. The product is [C:5]([C:18]1[CH:19]=[C:10]([Br:9])[CH:11]=[C:12]2[C:17]=1[O:16][C:15]([CH3:20])([CH3:21])[CH2:14][C:13]2([CH3:23])[CH3:22])(=[O:7])[CH3:6]. The yield is 0.830.